This data is from Full USPTO retrosynthesis dataset with 1.9M reactions from patents (1976-2016). The task is: Predict the reactants needed to synthesize the given product. (1) Given the product [CH3:16][O:17][C:18]1[CH:23]=[CH:22][C:21]2[NH:24][C:10]([CH2:9][N:8]([CH3:13])[C:6](=[O:7])[O:5][C:1]([CH3:4])([CH3:3])[CH3:2])=[N:25][C:20]=2[CH:19]=1, predict the reactants needed to synthesize it. The reactants are: [C:1]([O:5][C:6]([N:8]([CH3:13])[CH2:9][C:10](O)=O)=[O:7])([CH3:4])([CH3:3])[CH3:2].Cl.Cl.[CH3:16][O:17][C:18]1[CH:19]=[C:20]([NH2:25])[C:21]([NH2:24])=[CH:22][CH:23]=1.CN(C(ON1N=NC2C=CC=NC1=2)=[N+](C)C)C.F[P-](F)(F)(F)(F)F.CCN(C(C)C)C(C)C. (2) Given the product [C@H:11]1([O:44][C@@H:45]2[C@@H:50]([CH2:51][OH:52])[O:49][C@H:48]([O:61][C@@H:62]3[C@@H:100]([CH2:101][OH:102])[O:99][C@@H:65]([O:66][NH:67][C:68](=[O:98])[CH2:69][O:70][CH:71]4[CH2:95][CH2:94][C@@:93]5([CH3:96])[CH:73]([CH2:74][CH2:75][C@@H:76]6[C@@H:92]5[CH2:91][CH2:90][C@@:89]5([CH3:97])[C@H:77]6[CH2:78][CH2:79][C@@H:80]5[C@H:81]([CH3:88])[CH2:82][CH2:83][CH2:84][CH:85]([CH3:86])[CH3:87])[CH2:72]4)[C@H:64]([OH:111])[C@H:63]3[OH:120])[C@H:47]([OH:129])[C@H:46]2[OH:138])[O:12][C@H:13]([CH2:34][OH:35])[C@@H:14]([OH:25])[C@H:15]([OH:16])[C@H:10]1[OH:9], predict the reactants needed to synthesize it. The reactants are: C([O:9][C@@H:10]1[C@@H:15]([O:16]C(=O)C2C=CC=CC=2)[C@H:14]([O:25]C(=O)C2C=CC=CC=2)[C@@H:13]([CH2:34][O:35]C(=O)C2C=CC=CC=2)[O:12][C@@H:11]1[O:44][C@@H:45]1[C@@H:50]([CH2:51][O:52]C(=O)C2C=CC=CC=2)[O:49][C@H:48]([O:61][C@@H:62]2[C@@H:100]([CH2:101][O:102]C(=O)C3C=CC=CC=3)[O:99][C@@H:65]([O:66][NH:67][C:68](=[O:98])[CH2:69][O:70][CH:71]3[CH2:95][CH2:94][C@@:93]4([CH3:96])[CH:73]([CH2:74][CH2:75][C@@H:76]5[C@@H:92]4[CH2:91][CH2:90][C@@:89]4([CH3:97])[C@H:77]5[CH2:78][CH2:79][C@@H:80]4[C@H:81]([CH3:88])[CH2:82][CH2:83][CH2:84][CH:85]([CH3:87])[CH3:86])[CH2:72]3)[C@H:64]([O:111]C(=O)C3C=CC=CC=3)[C@H:63]2[O:120]C(=O)C2C=CC=CC=2)[C@H:47]([O:129]C(=O)C2C=CC=CC=2)[C@H:46]1[O:138]C(=O)C1C=CC=CC=1)(=O)C1C=CC=CC=1.C[O-].[Na+]. (3) Given the product [CH3:35][C:31]1[N:30]=[C:29]([C:21]2[O:22][C:23]3=[CH:24][N:25]=[CH:26][CH:27]=[C:28]3[C:20]=2[NH:19][C:15]2[CH:14]=[C:13]3[C:18](=[CH:17][CH:16]=2)[C:10](=[N:9][OH:8])[CH2:11][CH2:12]3)[CH:34]=[CH:33][CH:32]=1, predict the reactants needed to synthesize it. The reactants are: [Si]([O:8][N:9]=[C:10]1[C:18]2[C:13](=[CH:14][C:15]([NH:19][C:20]3[C:28]4[C:23](=[CH:24][N:25]=[CH:26][CH:27]=4)[O:22][C:21]=3[C:29]3[CH:34]=[CH:33][CH:32]=[C:31]([CH3:35])[N:30]=3)=[CH:16][CH:17]=2)[CH2:12][CH2:11]1)(C(C)(C)C)(C)C.CCCC[N+](CCCC)(CCCC)CCCC.[F-]. (4) Given the product [NH2:12][C:10]1[C:9]([O:15][CH3:16])=[CH:8][C:3]([C:4]([O:6][CH3:7])=[O:5])=[C:2]([F:1])[CH:11]=1, predict the reactants needed to synthesize it. The reactants are: [F:1][C:2]1[CH:11]=[C:10]([N+:12]([O-])=O)[C:9]([O:15][CH3:16])=[CH:8][C:3]=1[C:4]([O:6][CH3:7])=[O:5]. (5) Given the product [CH2:12]([O:11][P:9]([CH:2]([F:8])[C:3]([O:5][CH2:6][CH3:7])=[O:4])([O:14][CH2:15][CH3:16])=[O:10])[CH3:13], predict the reactants needed to synthesize it. The reactants are: Br[CH:2]([F:8])[C:3]([O:5][CH2:6][CH3:7])=[O:4].[P:9](OCC)([O:14][CH2:15][CH3:16])([O:11][CH2:12][CH3:13])=[O:10].